Dataset: Full USPTO retrosynthesis dataset with 1.9M reactions from patents (1976-2016). Task: Predict the reactants needed to synthesize the given product. (1) Given the product [CH2:1]([N:8]1[CH2:14][CH2:13][C:12]([Cl:15])=[C:11]([C:16]([C:18]2[CH:23]=[CH:22][CH:21]=[CH:20][CH:19]=2)=[O:17])[CH2:10][CH2:9]1)[C:2]1[CH:3]=[CH:4][CH:5]=[CH:6][CH:7]=1, predict the reactants needed to synthesize it. The reactants are: [CH2:1]([N:8]1[CH2:14][CH2:13][C:12]([Cl:15])=[C:11]([CH:16]([C:18]2[CH:23]=[CH:22][CH:21]=[CH:20][CH:19]=2)[OH:17])[CH2:10][CH2:9]1)[C:2]1[CH:7]=[CH:6][CH:5]=[CH:4][CH:3]=1.[Cr](Cl)([O-])(=O)=O.[NH+]1C=CC=CC=1.C(=O)([O-])[O-].[K+].[K+]. (2) Given the product [CH3:21][C:22]1([CH3:24])[O:3][C@@H:2]2[C@@H:4]([C@@H:6]([CH2:7][OH:8])[O:9][C@H:1]2[N:10]2[C:20]3[NH:19][C:17]([NH2:18])=[N:16][C:14](=[O:15])[C:13]=3[N:12]=[CH:11]2)[O:5]1, predict the reactants needed to synthesize it. The reactants are: [C@@H:1]1([N:10]2[C:20]3[N:19]=[C:17]([NH2:18])[NH:16][C:14](=[O:15])[C:13]=3[N:12]=[CH:11]2)[O:9][C@H:6]([CH2:7][OH:8])[C@@H:4]([OH:5])[C@H:2]1[OH:3].[CH3:21][C:22]([CH3:24])=O. (3) Given the product [Cl:86][C:87]1[CH:92]=[C:91]([O:93][CH:94]2[CH2:1][CH2:2][N:3]([C:4](=[O:41])[CH2:6][NH:24][C:22]([C:19]3[CH:18]=[C:17]([C:14]4[CH:13]=[CH:12][C:11]([F:10])=[CH:16][CH:15]=4)[NH:21][N:20]=3)=[O:23])[CH2:7][CH2:9]2)[CH:90]=[N:89][CH:88]=1, predict the reactants needed to synthesize it. The reactants are: [CH3:1][CH2:2][N:3]([CH:7]([CH3:9])C)[CH:4]([CH3:6])C.[F:10][C:11]1[CH:16]=[CH:15][C:14]([C:17]2[NH:21][N:20]=[C:19]([C:22]([NH:24]CC(O)=O)=[O:23])[CH:18]=2)=[CH:13][CH:12]=1.C1(C2NN=C(C(NCC(O)=O)=[O:41])C=2)C=CC=CC=1.FC1C=CC(CC(C2C=CC=CC=2)=O)=CC=1.C1C=CC2N(O)N=NC=2C=1.CCN=C=NCCCN(C)C.Cl.Cl.[Cl:86][C:87]1[CH:88]=[N:89][CH:90]=[C:91]([O:93][CH:94]2CCNCC2)[CH:92]=1.Cl.ClC1C=CC=CC=1OC1CCNCC1. (4) Given the product [Cl:8][C:6]1[N:5]=[C:4]2[N:9]([CH:13]3[CH2:18][CH2:17][CH2:16][CH2:15][O:14]3)[N:10]=[C:11]([CH3:12])[C:3]2=[C:2]([NH:25][C:26]2[CH:35]=[CH:34][CH:33]=[CH:32][C:27]=2[C:28]([NH:30][CH3:31])=[O:29])[N:7]=1, predict the reactants needed to synthesize it. The reactants are: Cl[C:2]1[N:7]=[C:6]([Cl:8])[N:5]=[C:4]2[N:9]([CH:13]3[CH2:18][CH2:17][CH2:16][CH2:15][O:14]3)[N:10]=[C:11]([CH3:12])[C:3]=12.CC(C)([O-])C.[K+].[NH2:25][C:26]1[CH:35]=[CH:34][CH:33]=[CH:32][C:27]=1[C:28]([NH:30][CH3:31])=[O:29].O. (5) Given the product [F:26][C:27]1[CH:28]=[CH:29][C:30]([C:33]2[N:37]=[C:36]([CH3:38])[N:35]([CH2:39][CH2:40][C:41]([NH:44][CH2:20][CH:19]([C:16]3[CH:17]=[CH:18][C:9]([OH:8])=[C:10]([CH2:11][OH:13])[CH:15]=3)[OH:25])([CH3:42])[CH3:43])[N:34]=2)=[CH:31][CH:32]=1, predict the reactants needed to synthesize it. The reactants are: C([O:8][C:9]1[CH:18]=[CH:17][C:16]([C:19](=[O:25])[CH:20](OCC)O)=[CH:15][C:10]=1[C:11]([O:13]C)=O)C1C=CC=CC=1.[F:26][C:27]1[CH:32]=[CH:31][C:30]([C:33]2[N:37]=[C:36]([CH3:38])[N:35]([CH2:39][CH2:40][C:41]([NH2:44])([CH3:43])[CH3:42])[N:34]=2)=[CH:29][CH:28]=1.